Dataset: Forward reaction prediction with 1.9M reactions from USPTO patents (1976-2016). Task: Predict the product of the given reaction. Given the reactants [Br:1][C:2]1[CH:7]=[C:6]([F:8])[CH:5]=[CH:4][C:3]=1[OH:9].FC(F)(F)[C:12](O)=[O:13], predict the reaction product. The product is: [Br:1][C:2]1[C:3]([OH:9])=[C:4]([CH:5]=[C:6]([F:8])[CH:7]=1)[CH:12]=[O:13].